Dataset: Full USPTO retrosynthesis dataset with 1.9M reactions from patents (1976-2016). Task: Predict the reactants needed to synthesize the given product. Given the product [I:22][C:2]1[CH:3]=[C:4]([CH2:12][OH:13])[CH:5]=[C:6]([C:8]([F:11])([F:10])[F:9])[CH:7]=1, predict the reactants needed to synthesize it. The reactants are: N[C:2]1[CH:3]=[C:4]([CH2:12][OH:13])[CH:5]=[C:6]([C:8]([F:11])([F:10])[F:9])[CH:7]=1.N(OC(C)(C)C)=O.C(I)[I:22].